Dataset: Reaction yield outcomes from USPTO patents with 853,638 reactions. Task: Predict the reaction yield, written as a fraction of the theoretical maximum amount of product (1.0 means a 100% yield; for example, 0.34 means a 34% yield). (1) The reactants are [C:1]1([NH2:8])[CH:6]=[CH:5][CH:4]=[CH:3][C:2]=1[NH2:7].Cl[CH2:10][CH2:11][CH2:12][C:13](O)=[O:14]. The catalyst is Cl. The product is [NH:7]1[C:2]2[CH:3]=[CH:4][CH:5]=[CH:6][C:1]=2[N:8]=[C:10]1[CH2:11][CH2:12][CH2:13][OH:14]. The yield is 0.500. (2) The product is [C:19]([C:17]1[CH:16]=[C:15]([OH:21])[C:14]([CH3:22])=[C:13]2[C:18]=1[C:10]1[CH2:9][CH2:8][O:7][C:6]([CH2:5][C:4]([OH:26])=[O:3])([CH2:23][CH2:24][CH3:25])[C:11]=1[NH:12]2)#[N:20]. The catalyst is C(O)C. The reactants are C([O:3][C:4](=[O:26])[CH2:5][C:6]1([CH2:23][CH2:24][CH3:25])[C:11]2[NH:12][C:13]3[C:18]([C:10]=2[CH2:9][CH2:8][O:7]1)=[C:17]([C:19]#[N:20])[CH:16]=[C:15]([OH:21])[C:14]=3[CH3:22])C.[OH-].[Na+]. The yield is 0.960. (3) The reactants are [F:1][C:2]1[CH:3]=[C:4]([OH:17])[CH:5]=[C:6]([F:16])[C:7]=1[N:8]=NC1C=CC=CC=1. The catalyst is CO.[Pd]. The product is [NH2:8][C:7]1[C:2]([F:1])=[CH:3][C:4]([OH:17])=[CH:5][C:6]=1[F:16]. The yield is 0.600. (4) The reactants are Cl.C[O:3][CH:4](OC)[C:5]1[CH:10]=[CH:9][N:8]=[C:7]([NH2:11])[N:6]=1.C([O-])([O-])=O.[Na+].[Na+].[BH4-].[Na+].[OH-].[Na+]. The catalyst is CCOC(C)=O.C1COCC1. The product is [NH2:11][C:7]1[N:6]=[C:5]([CH2:4][OH:3])[CH:10]=[CH:9][N:8]=1. The yield is 0.0700. (5) The reactants are [NH2:1][C:2]1[CH:7]=[CH:6][CH:5]=[CH:4][C:3]=1[S:8]([CH:11]([CH3:13])[CH3:12])(=[O:10])=[O:9].[H-].[Na+].[Cl:16][C:17]1[N:22]=[C:21](Cl)[C:20]([C:24]([F:27])([F:26])[F:25])=[CH:19][N:18]=1. The catalyst is CN(C)C=O. The product is [Cl:16][C:17]1[N:18]=[C:19]([NH:1][C:2]2[CH:7]=[CH:6][CH:5]=[CH:4][C:3]=2[S:8]([CH:11]([CH3:13])[CH3:12])(=[O:10])=[O:9])[C:20]([C:24]([F:27])([F:25])[F:26])=[CH:21][N:22]=1. The yield is 0.0200. (6) The reactants are [O:1]1[C:5]([C:6]2[CH:11]=[CH:10][N:9]=[C:8]([NH2:12])[CH:7]=2)=[CH:4][N:3]=[CH:2]1.N1C=CC=CC=1.Cl[C:20]([O:22][C:23]1[CH:28]=[CH:27][CH:26]=[CH:25][CH:24]=1)=[O:21].O. The catalyst is ClCCl. The product is [C:23]1([O:22][C:20](=[O:21])[NH:12][C:8]2[CH:7]=[C:6]([C:5]3[O:1][CH:2]=[N:3][CH:4]=3)[CH:11]=[CH:10][N:9]=2)[CH:28]=[CH:27][CH:26]=[CH:25][CH:24]=1. The yield is 0.630. (7) The reactants are [O:1]1[CH2:6][CH2:5][N:4]([C:7]2[CH:12]=[C:11]([NH2:13])[CH:10]=[C:9]([N:14]3[CH2:19][CH2:18][O:17][CH2:16][CH2:15]3)[N:8]=2)[CH2:3][CH2:2]1.Cl[C:21]1[N:26]=[C:25]([N:27]([C:29]2[C:37]3[O:36][CH2:35][O:34][C:33]=3[CH:32]=[CH:31][C:30]=2[Cl:38])[CH3:28])[CH:24]=[CH:23][N:22]=1. No catalyst specified. The yield is 0.252. The product is [Cl:38][C:30]1[CH:31]=[CH:32][C:33]2[O:34][CH2:35][O:36][C:37]=2[C:29]=1[N:27]([CH3:28])[C:25]1[CH:24]=[CH:23][N:22]=[C:21]([NH:13][C:11]2[CH:10]=[C:9]([N:14]3[CH2:15][CH2:16][O:17][CH2:18][CH2:19]3)[N:8]=[C:7]([N:4]3[CH2:5][CH2:6][O:1][CH2:2][CH2:3]3)[CH:12]=2)[N:26]=1.